This data is from Peptide-MHC class I binding affinity with 185,985 pairs from IEDB/IMGT. The task is: Regression. Given a peptide amino acid sequence and an MHC pseudo amino acid sequence, predict their binding affinity value. This is MHC class I binding data. (1) The peptide sequence is HTQGYFPDW. The MHC is HLA-A03:01 with pseudo-sequence HLA-A03:01. The binding affinity (normalized) is 0.0858. (2) The MHC is HLA-A33:01 with pseudo-sequence HLA-A33:01. The binding affinity (normalized) is 0.157. The peptide sequence is LALEVARQKR.